Dataset: Forward reaction prediction with 1.9M reactions from USPTO patents (1976-2016). Task: Predict the product of the given reaction. (1) Given the reactants [C:1]([C:3]1[CH:8]=[CH:7][C:6]([CH2:9][O:10][C:11]2[N:15]([C:16]3[CH:21]=[C:20]([C:22]([O:24]C)=[O:23])[CH:19]=[CH:18][N:17]=3)[N:14]=[CH:13][CH:12]=2)=[C:5]([CH3:26])[CH:4]=1)#[N:2].O[Li].O.C1COCC1, predict the reaction product. The product is: [C:1]([C:3]1[CH:8]=[CH:7][C:6]([CH2:9][O:10][C:11]2[N:15]([C:16]3[CH:21]=[C:20]([C:22]([OH:24])=[O:23])[CH:19]=[CH:18][N:17]=3)[N:14]=[CH:13][CH:12]=2)=[C:5]([CH3:26])[CH:4]=1)#[N:2]. (2) Given the reactants [N:1]1[CH:6]=[CH:5][CH:4]=[CH:3][C:2]=1[C:7]([NH:9][C:10](=O)[O:11]C1C=CC=CC=1)=[O:8].Cl.[NH:20]1[CH2:25][CH2:24][C:23](=[CH:26][C:27]2[CH:28]=[C:29]([CH:41]=[CH:42][CH:43]=2)[O:30][C:31]2[CH:36]=[CH:35][C:34]([C:37]([F:40])([F:39])[F:38])=[CH:33][N:32]=2)[CH2:22][CH2:21]1.C(N(C(C)C)CC)(C)C, predict the reaction product. The product is: [F:39][C:37]([F:40])([F:38])[C:34]1[CH:35]=[CH:36][C:31]([O:30][C:29]2[CH:28]=[C:27]([CH:43]=[CH:42][CH:41]=2)[CH:26]=[C:23]2[CH2:24][CH2:25][N:20]([C:10]([NH:9][C:7]([C:2]3[CH:3]=[CH:4][CH:5]=[CH:6][N:1]=3)=[O:8])=[O:11])[CH2:21][CH2:22]2)=[N:32][CH:33]=1. (3) Given the reactants [OH:1][C:2]([CH3:21])([CH3:20])[CH2:3][CH:4]1[CH2:9][CH2:8][N:7](C(OCC2C=CC=CC=2)=O)[CH2:6][CH2:5]1, predict the reaction product. The product is: [CH3:21][C:2]([OH:1])([CH3:20])[CH2:3][CH:4]1[CH2:5][CH2:6][NH:7][CH2:8][CH2:9]1. (4) Given the reactants [CH:1]([O:4][C:5]1[CH:10]=[CH:9][CH:8]=[CH:7][C:6]=1[OH:11])([CH3:3])[CH3:2].[Br:12]Br.C(=O)([O-])O.[Na+], predict the reaction product. The product is: [Br:12][C:9]1[CH:8]=[CH:7][C:6]([OH:11])=[C:5]([O:4][CH:1]([CH3:3])[CH3:2])[CH:10]=1. (5) Given the reactants [CH3:1][N:2]([CH3:17])[CH2:3][CH2:4][N:5]1[C:13]2[C:8](=[CH:9][CH:10]=[C:11]([N+:14]([O-])=O)[CH:12]=2)[CH:7]=[N:6]1.[Cl-].[NH4+], predict the reaction product. The product is: [CH3:1][N:2]([CH3:17])[CH2:3][CH2:4][N:5]1[C:13]2[C:8](=[CH:9][CH:10]=[C:11]([NH2:14])[CH:12]=2)[CH:7]=[N:6]1. (6) Given the reactants [C:1]([O:5][C:6](=[O:31])[NH:7][CH:8]1[CH2:13][CH2:12][CH:11]([NH:14][C:15]2[C:16]3[N:17]([C:21]([C:24]4[CH:29]=[CH:28][CH:27]=[C:26](Br)[N:25]=4)=[CH:22][N:23]=3)[CH:18]=[CH:19][N:20]=2)[CH2:10][CH2:9]1)([CH3:4])([CH3:3])[CH3:2].[S:32]1[CH:36]=[CH:35][C:34](NC)=[CH:33]1.[CH3:39][N:40](C1C(C2C(P(C3CCCCC3)C3CCCCC3)=CC=CC=2)=CC=CC=1)C.CC([O-])(C)C.[Na+], predict the reaction product. The product is: [C:1]([O:5][C:6](=[O:31])[NH:7][CH:8]1[CH2:13][CH2:12][CH:11]([NH:14][C:15]2[C:16]3[N:17]([C:21]([C:24]4[CH:29]=[CH:28][CH:27]=[C:26]([NH:40][CH2:39][C:34]5[CH:35]=[CH:36][S:32][CH:33]=5)[N:25]=4)=[CH:22][N:23]=3)[CH:18]=[CH:19][N:20]=2)[CH2:10][CH2:9]1)([CH3:4])([CH3:3])[CH3:2]. (7) Given the reactants F[C:2]1[CH:9]=[CH:8][C:7]([CH:10]=[O:11])=[CH:6][C:3]=1[C:4]#[N:5].[F:12][C:13]1[CH:14]=[C:15]([OH:19])[CH:16]=[N:17][CH:18]=1, predict the reaction product. The product is: [F:12][C:13]1[CH:14]=[C:15]([O:19][C:2]2[CH:9]=[CH:8][C:7]([CH:10]=[O:11])=[CH:6][C:3]=2[C:4]#[N:5])[CH:16]=[N:17][CH:18]=1. (8) Given the reactants C(OC(=O)[NH:7][C:8]1[CH:13]=[CH:12][C:11]([C:14]2[S:15][CH:16]=[CH:17][CH:18]=2)=[CH:10][C:9]=1[NH:19][C:20]([C:22]1[CH:23]=[N:24][C:25](Cl)=[CH:26][CH:27]=1)=[O:21])CCC.[CH2:30]([NH:32][C:33]([N:35]1[C:39]2([CH2:44][CH2:43][NH:42][CH2:41][CH2:40]2)[CH2:38][CH2:37][CH2:36]1)=[O:34])[CH3:31].CCN(CC)CC, predict the reaction product. The product is: [NH2:7][C:8]1[CH:13]=[CH:12][C:11]([C:14]2[S:15][CH:16]=[CH:17][CH:18]=2)=[CH:10][C:9]=1[NH:19][C:20]([C:22]1[CH:27]=[CH:26][C:25]([N:42]2[CH2:41][CH2:40][C:39]3([N:35]([C:33]([NH:32][CH2:30][CH3:31])=[O:34])[CH2:36][CH2:37][CH2:38]3)[CH2:44][CH2:43]2)=[N:24][CH:23]=1)=[O:21].